Dataset: Full USPTO retrosynthesis dataset with 1.9M reactions from patents (1976-2016). Task: Predict the reactants needed to synthesize the given product. (1) Given the product [Br:8][C:6]1[CH:5]=[CH:4][C:3]2[N:9]=[C:10]([C@@H:12]3[CH2:16][C@H:15]([CH3:17])[CH2:14][N:13]3[C:18]([O:20][C:21]([CH3:24])([CH3:23])[CH3:22])=[O:19])[O:11][C:2]=2[CH:7]=1, predict the reactants needed to synthesize it. The reactants are: Br[C:2]1[CH:7]=[C:6]([Br:8])[CH:5]=[CH:4][C:3]=1[NH:9][C:10]([C@@H:12]1[CH2:16][C@H:15]([CH3:17])[CH2:14][N:13]1[C:18]([O:20][C:21]([CH3:24])([CH3:23])[CH3:22])=[O:19])=[O:11].CNCCNC.C([O-])([O-])=O.[K+].[K+]. (2) Given the product [CH2:15]([O:10][C:9]1[C:8]([O:11][CH2:12][CH3:13])=[CH:7][C:4]([CH:5]=[O:6])=[CH:3][C:2]=1[Cl:1])[C:16]1[CH:21]=[CH:20][CH:19]=[CH:18][CH:17]=1, predict the reactants needed to synthesize it. The reactants are: [Cl:1][C:2]1[CH:3]=[C:4]([CH:7]=[C:8]([O:11][CH2:12][CH3:13])[C:9]=1[OH:10])[CH:5]=[O:6].Br[CH2:15][C:16]1[CH:21]=[CH:20][CH:19]=[CH:18][CH:17]=1. (3) Given the product [CH3:18][O:19][N:20]=[C:6]1[CH2:5][C:4]2[C:9](=[C:10]([CH3:13])[C:11]([CH3:12])=[C:2]([OH:1])[C:3]=2[CH3:17])[O:8][C:7]1([CH3:15])[CH3:14], predict the reactants needed to synthesize it. The reactants are: [OH:1][C:2]1[C:3]([CH3:17])=[C:4]2[C:9](=[C:10]([CH3:13])[C:11]=1[CH3:12])[O:8][C:7]([CH3:15])([CH3:14])[C:6](=O)[CH2:5]2.[CH3:18][O:19][NH2:20]. (4) Given the product [CH3:13][C:14]1[CH:19]=[CH:18][C:17]([C:2]2[CH:8]=[CH:7][C:5]([NH2:6])=[CH:4][C:3]=2[C:9]([F:12])([F:11])[F:10])=[CH:16][CH:15]=1, predict the reactants needed to synthesize it. The reactants are: Br[C:2]1[CH:8]=[CH:7][C:5]([NH2:6])=[CH:4][C:3]=1[C:9]([F:12])([F:11])[F:10].[CH3:13][C:14]1[CH:19]=[CH:18][C:17](B(O)O)=[CH:16][CH:15]=1. (5) Given the product [C:1]1([S:7]([C:10]2[CH:18]=[CH:17][C:16]3[N:15]([C:41]4[CH:46]=[CH:45][CH:44]=[CH:43][CH:42]=4)[C:14]4[CH2:19][CH:20]5[NH:24][CH:23]([C:13]=4[C:12]=3[C:11]=2[C:25]([O:27][C:28]([CH3:31])([CH3:30])[CH3:29])=[O:26])[CH2:22][CH2:21]5)(=[O:9])=[O:8])[CH:2]=[CH:3][CH:4]=[CH:5][CH:6]=1, predict the reactants needed to synthesize it. The reactants are: [C:1]1([S:7]([C:10]2[CH:18]=[CH:17][C:16]3[NH:15][C:14]4[CH2:19][CH:20]5[NH:24][CH:23]([C:13]=4[C:12]=3[C:11]=2[C:25]([O:27][C:28]([CH3:31])([CH3:30])[CH3:29])=[O:26])[CH2:22][CH2:21]5)(=[O:9])=[O:8])[CH:6]=[CH:5][CH:4]=[CH:3][CH:2]=1.N1CCC[C@H]1C(O)=O.I[C:41]1[CH:46]=[CH:45][CH:44]=[CH:43][CH:42]=1.C(=O)([O-])[O-].[K+].[K+]. (6) The reactants are: [C:1]([C:3]1[CH:4]=[C:5]([CH2:18][N:19]2[C:23]([CH3:24])=[CH:22][C:21]([C:25]([O:27]CC)=[O:26])=[N:20]2)[C:6]2[O:10][C:9]([C:11]3[CH:16]=[CH:15][CH:14]=[CH:13][CH:12]=3)=[CH:8][C:7]=2[CH:17]=1)#[N:2].[OH-].[Na+]. Given the product [C:1]([C:3]1[CH:4]=[C:5]([CH2:18][N:19]2[C:23]([CH3:24])=[CH:22][C:21]([C:25]([OH:27])=[O:26])=[N:20]2)[C:6]2[O:10][C:9]([C:11]3[CH:16]=[CH:15][CH:14]=[CH:13][CH:12]=3)=[CH:8][C:7]=2[CH:17]=1)#[N:2], predict the reactants needed to synthesize it. (7) Given the product [F:32][C:27]1[CH:26]=[C:25]([S:22]([CH2:21][C:20]2[CH:19]=[CH:18][C:17]([F:16])=[CH:34][CH:33]=2)(=[O:24])=[O:23])[CH:30]=[CH:29][C:28]=1[O:1][C:2]1[CH:3]=[C:4]([CH2:12][C:13]([OH:15])=[O:14])[CH:5]=[C:6]([C:8]([F:9])([F:10])[F:11])[CH:7]=1, predict the reactants needed to synthesize it. The reactants are: [OH:1][C:2]1[CH:3]=[C:4]([CH2:12][C:13]([OH:15])=[O:14])[CH:5]=[C:6]([C:8]([F:11])([F:10])[F:9])[CH:7]=1.[F:16][C:17]1[CH:34]=[CH:33][C:20]([CH2:21][S:22]([C:25]2[CH:30]=[CH:29][C:28](F)=[C:27]([F:32])[CH:26]=2)(=[O:24])=[O:23])=[CH:19][CH:18]=1.C(=O)([O-])[O-].[Cs+].[Cs+].Cl. (8) Given the product [CH2:1]([O:9][C:10]1[CH:17]=[CH:16][C:13]([CH2:14][NH:23][CH2:22][C:21]2[CH:24]=[CH:25][CH:26]=[CH:27][C:20]=2[C:19]([F:18])([F:28])[F:29])=[CH:12][CH:11]=1)[CH2:2][CH2:3][CH2:4][CH2:5][CH2:6][CH2:7][CH3:8], predict the reactants needed to synthesize it. The reactants are: [CH2:1]([O:9][C:10]1[CH:17]=[CH:16][C:13]([CH:14]=O)=[CH:12][CH:11]=1)[CH2:2][CH2:3][CH2:4][CH2:5][CH2:6][CH2:7][CH3:8].[F:18][C:19]([F:29])([F:28])[C:20]1[CH:27]=[CH:26][CH:25]=[CH:24][C:21]=1[CH2:22][NH2:23]. (9) Given the product [F:1][C:2]1[CH:3]=[C:4]([S:23]([NH2:26])(=[O:24])=[O:25])[CH:5]=[CH:6][C:7]=1[N:8]1[C:12]([CH2:13][C:14]2[CH:19]=[CH:18][CH:17]=[C:16]([CH3:20])[CH:15]=2)=[CH:11][C:10]([CH:21]=[O:22])=[N:9]1, predict the reactants needed to synthesize it. The reactants are: [F:1][C:2]1[CH:3]=[C:4]([S:23]([NH2:26])(=[O:25])=[O:24])[CH:5]=[CH:6][C:7]=1[N:8]1[C:12]([CH2:13][C:14]2[CH:19]=[CH:18][CH:17]=[C:16]([CH3:20])[CH:15]=2)=[CH:11][C:10]([CH2:21][OH:22])=[N:9]1.C1COCC1.CC(C)=O. (10) The reactants are: [CH3:1][N:2]1[C@@:6]2([CH2:14][C:13]3[C:8](=[CH:9][CH:10]=[C:11]([NH:15][C:16](=[O:30])[CH2:17][NH:18][CH2:19][C:20]4[CH:29]=[CH:28][C:27]5[C:22](=[CH:23][CH:24]=[CH:25][CH:26]=5)[CH:21]=4)[CH:12]=3)[CH2:7]2)[C:5](=[O:31])[NH:4][C:3]1=[O:32].[Cl:33][CH2:34][C:35]([CH3:40])([CH3:39])[C:36](Cl)=[O:37].C(N(CC)CC)C. Given the product [Cl:33][CH2:34][C:35]([CH3:40])([CH3:39])[C:36]([N:18]([CH2:17][C:16]([NH:15][C:11]1[CH:12]=[C:13]2[C:8](=[CH:9][CH:10]=1)[CH2:7][C@@:6]1([C:5](=[O:31])[NH:4][C:3](=[O:32])[N:2]1[CH3:1])[CH2:14]2)=[O:30])[CH2:19][C:20]1[CH:29]=[CH:28][C:27]2[C:22](=[CH:23][CH:24]=[CH:25][CH:26]=2)[CH:21]=1)=[O:37], predict the reactants needed to synthesize it.